Task: Predict the product of the given reaction.. Dataset: Forward reaction prediction with 1.9M reactions from USPTO patents (1976-2016) (1) Given the reactants COC1C=C(C=C(OC)C=1)C[C:7]1[C:15]2[C:10](=[CH:11][CH:12]=[CH:13][C:14]=2[CH2:16][CH2:17][C:18]2[CH:27]=[CH:26][C:21]([C:22]([O:24][CH3:25])=[O:23])=[CH:20][CH:19]=2)[CH2:9][CH:8]=1.C12CCCC(CCC1)B12[H]B2(C3CCCC2CCC3)[H]1.BrC1C=CC=C2C=1C(=[O:63])CC2.C(Cl)Cl.[O-]P([O-])([O-])=O.[K+].[K+].[K+], predict the reaction product. The product is: [O:63]=[C:7]1[C:15]2[C:10](=[CH:11][CH:12]=[CH:13][C:14]=2[CH2:16][CH2:17][C:18]2[CH:19]=[CH:20][C:21]([C:22]([O:24][CH3:25])=[O:23])=[CH:26][CH:27]=2)[CH2:9][CH2:8]1. (2) The product is: [F:26][C:27]([F:47])([F:46])[S:28]([O:13][C:12]1[CH2:11][CH2:10][CH:9]([NH:8][C:6]([O:5][C:2]([CH3:1])([CH3:3])[CH3:4])=[O:7])[CH2:15][CH:14]=1)(=[O:30])=[O:29]. Given the reactants [CH3:1][C:2]([O:5][C:6]([NH:8][CH:9]1[CH2:15][CH2:14][C:12](=[O:13])[CH2:11][CH2:10]1)=[O:7])([CH3:4])[CH3:3].[Li+].C[Si]([N-][Si](C)(C)C)(C)C.[F:26][C:27]([F:47])([F:46])[S:28](N(C1C=CC(Cl)=CN=1)[S:28]([C:27]([F:47])([F:46])[F:26])(=[O:30])=[O:29])(=[O:30])=[O:29], predict the reaction product. (3) Given the reactants Cl[C:2]1[CH:11]=[CH:10][N:9]=[C:8]2[C:3]=1[CH:4]=[CH:5][C:6]([C:12]([F:15])([F:14])[F:13])=[N:7]2.[F:16][C:17]1[CH:22]=[CH:21][C:20](B2OC(C)(C)C(C)(C)O2)=[CH:19][C:18]=1[C:32]1[CH:37]=[CH:36][CH:35]=[CH:34][C:33]=1[S:38]([CH3:41])(=[O:40])=[O:39], predict the reaction product. The product is: [F:16][C:17]1[C:18]([C:32]2[CH:37]=[CH:36][CH:35]=[CH:34][C:33]=2[S:38]([CH3:41])(=[O:40])=[O:39])=[CH:19][C:20]([C:2]2[CH:11]=[CH:10][N:9]=[C:8]3[C:3]=2[CH:4]=[CH:5][C:6]([C:12]([F:15])([F:14])[F:13])=[N:7]3)=[CH:21][CH:22]=1. (4) Given the reactants Br[C:2]1[CH:7]=[CH:6][C:5]([C:8](=[O:10])[CH3:9])=[C:4]([F:11])[CH:3]=1.[B:12]1([B:12]2[O:16][C:15]([CH3:18])([CH3:17])[C:14]([CH3:20])([CH3:19])[O:13]2)[O:16][C:15]([CH3:18])([CH3:17])[C:14]([CH3:20])([CH3:19])[O:13]1.C([O-])(=O)C.[K+], predict the reaction product. The product is: [F:11][C:4]1[CH:3]=[C:2]([B:12]2[O:16][C:15]([CH3:18])([CH3:17])[C:14]([CH3:20])([CH3:19])[O:13]2)[CH:7]=[CH:6][C:5]=1[C:8](=[O:10])[CH3:9]. (5) Given the reactants Cl[C:2]1[N:7]=[C:6]([C:8]2[C:9]([C:17]3[CH:18]=[C:19]([NH:23][C:24](=[O:33])[C:25]4[C:30]([F:31])=[CH:29][CH:28]=[CH:27][C:26]=4[F:32])[CH:20]=[CH:21][CH:22]=3)=[N:10][N:11]3[CH:16]=[CH:15][CH:14]=[CH:13][C:12]=23)[CH:5]=[CH:4][N:3]=1.CN(C=O)C.[NH:39]1[C:43]2[CH:44]=[CH:45][C:46]([NH2:48])=[CH:47][C:42]=2[N:41]=[N:40]1.Cl, predict the reaction product. The product is: [NH:39]1[C:43]2[CH:44]=[CH:45][C:46]([NH:48][C:2]3[N:7]=[C:6]([C:8]4[C:9]([C:17]5[CH:18]=[C:19]([NH:23][C:24](=[O:33])[C:25]6[C:30]([F:31])=[CH:29][CH:28]=[CH:27][C:26]=6[F:32])[CH:20]=[CH:21][CH:22]=5)=[N:10][N:11]5[CH:16]=[CH:15][CH:14]=[CH:13][C:12]=45)[CH:5]=[CH:4][N:3]=3)=[CH:47][C:42]=2[N:41]=[N:40]1. (6) Given the reactants [Cl:1][C:2]1[CH:44]=[CH:43][C:5]([CH2:6][N:7]2[C:15]3[C:14](=[O:16])[N:13]([CH2:17][CH2:18][O:19]C4CCCCO4)[C:12](=[O:26])[N:11]([CH3:27])[C:10]=3[N:9]=[C:8]2[O:28][CH2:29][CH2:30][O:31][C:32]2[CH:37]=[CH:36][CH:35]=[C:34]([O:38][C:39]([F:42])([F:41])[F:40])[CH:33]=2)=[CH:4][CH:3]=1.C(=O)(O)[O-].[Na+], predict the reaction product. The product is: [Cl:1][C:2]1[CH:3]=[CH:4][C:5]([CH2:6][N:7]2[C:15]3[C:14](=[O:16])[N:13]([CH2:17][CH2:18][OH:19])[C:12](=[O:26])[N:11]([CH3:27])[C:10]=3[N:9]=[C:8]2[O:28][CH2:29][CH2:30][O:31][C:32]2[CH:37]=[CH:36][CH:35]=[C:34]([O:38][C:39]([F:42])([F:40])[F:41])[CH:33]=2)=[CH:43][CH:44]=1.